From a dataset of Full USPTO retrosynthesis dataset with 1.9M reactions from patents (1976-2016). Predict the reactants needed to synthesize the given product. (1) Given the product [CH3:81][C:82]1[CH:87]=[CH:86][CH:85]=[C:84]([CH3:88])[C:83]=1[S:89][C:2]1[CH:3]=[C:4]([O:23][C:24]2[C:25]([CH3:30])=[N:26][CH:27]=[CH:28][CH:29]=2)[C:5]([NH:8][C:9]2[S:13][N:12]=[C:11]([CH:14]3[CH2:19][CH2:18][N:17]([C:20](=[O:22])[CH3:21])[CH2:16][CH2:15]3)[N:10]=2)=[N:6][CH:7]=1, predict the reactants needed to synthesize it. The reactants are: Br[C:2]1[CH:3]=[C:4]([O:23][C:24]2[C:25]([CH3:30])=[N:26][CH:27]=[CH:28][CH:29]=2)[C:5]([NH:8][C:9]2[S:13][N:12]=[C:11]([CH:14]3[CH2:19][CH2:18][N:17]([C:20](=[O:22])[CH3:21])[CH2:16][CH2:15]3)[N:10]=2)=[N:6][CH:7]=1.CC1(C)C2C(=C(P(C3C=CC=CC=3)C3C=CC=CC=3)C=CC=2)OC2C(P(C3C=CC=CC=3)C3C=CC=CC=3)=CC=CC1=2.[O-]P([O-])([O-])=O.[K+].[K+].[K+].[CH3:81][C:82]1[CH:87]=[CH:86][CH:85]=[C:84]([CH3:88])[C:83]=1[SH:89]. (2) Given the product [CH3:16][N:1]1[C:9]2[C:4](=[CH:5][CH:6]=[CH:7][CH:8]=2)[C:3]([C:10](=[O:15])[C:11]([O:13][CH3:14])=[O:12])=[CH:2]1, predict the reactants needed to synthesize it. The reactants are: [NH:1]1[C:9]2[C:4](=[CH:5][CH:6]=[CH:7][CH:8]=2)[C:3]([C:10](=[O:15])[C:11]([O:13][CH3:14])=[O:12])=[CH:2]1.[CH3:16]I.O.Cl.